This data is from Peptide-MHC class II binding affinity with 134,281 pairs from IEDB. The task is: Regression. Given a peptide amino acid sequence and an MHC pseudo amino acid sequence, predict their binding affinity value. This is MHC class II binding data. (1) The peptide sequence is FPDRASIIRLVGAVL. The MHC is DRB1_0401 with pseudo-sequence DRB1_0401. The binding affinity (normalized) is 0.0645. (2) The peptide sequence is ADVILPIGTRSVETD. The MHC is DRB1_0901 with pseudo-sequence DRB1_0901. The binding affinity (normalized) is 0.664. (3) The peptide sequence is CPFLFLMFLQNLKLG. The MHC is DRB1_0101 with pseudo-sequence DRB1_0101. The binding affinity (normalized) is 0.460. (4) The peptide sequence is PTRVVNWEVIIMDEA. The MHC is HLA-DQA10303-DQB10402 with pseudo-sequence HLA-DQA10303-DQB10402. The binding affinity (normalized) is 0.